Dataset: Forward reaction prediction with 1.9M reactions from USPTO patents (1976-2016). Task: Predict the product of the given reaction. (1) Given the reactants Br[C:2]1[CH:18]=[CH:17][C:5]([O:6][CH:7]([CH3:16])[CH2:8][NH:9][S:10]([CH:13]([CH3:15])[CH3:14])(=[O:12])=[O:11])=[CH:4][CH:3]=1.[CH:19]([C:21]1[CH:26]=[CH:25][C:24](B(O)O)=[CH:23][CH:22]=1)=[O:20].C(=O)([O-])[O-].[Na+].[Na+], predict the reaction product. The product is: [CH3:16][CH:7]([O:6][C:5]1[CH:17]=[CH:18][C:2]([C:24]2[CH:25]=[CH:26][C:21]([CH:19]=[O:20])=[CH:22][CH:23]=2)=[CH:3][CH:4]=1)[CH2:8][NH:9][S:10]([CH:13]([CH3:15])[CH3:14])(=[O:12])=[O:11]. (2) Given the reactants [CH2:1]([NH:3][C:4]([NH:6][C:7]1[CH:12]=[CH:11][C:10]([C:13]2[N:14]=[C:15]([N:23]3[CH2:28][CH2:27][O:26][CH2:25][CH2:24]3)[C:16]3[CH2:22][CH2:21][NH:20][CH2:19][C:17]=3[N:18]=2)=[CH:9][CH:8]=1)=[O:5])[CH3:2].Br[C:30]1[CH:31]=[CH:32][C:33](=[O:37])[N:34]([CH3:36])[CH:35]=1, predict the reaction product. The product is: [CH2:1]([NH:3][C:4]([NH:6][C:7]1[CH:8]=[CH:9][C:10]([C:13]2[N:14]=[C:15]([N:23]3[CH2:24][CH2:25][O:26][CH2:27][CH2:28]3)[C:16]3[CH2:22][CH2:21][N:20]([C:30]4[CH:31]=[CH:32][C:33](=[O:37])[N:34]([CH3:36])[CH:35]=4)[CH2:19][C:17]=3[N:18]=2)=[CH:11][CH:12]=1)=[O:5])[CH3:2]. (3) The product is: [CH2:1]([O:8][C@H:9]1[C@@H:10]2[O:21][CH2:20][C@@H:13]1[O:12][C@H:11]2[N:26]1[CH:34]=[N:33][C:32]2[C:27]1=[N:28][CH:29]=[N:30][C:31]=2[NH:35][C:36](=[O:43])[C:37]1[CH:42]=[CH:41][CH:40]=[CH:39][CH:38]=1)[C:2]1[CH:7]=[CH:6][CH:5]=[CH:4][CH:3]=1. Given the reactants [CH2:1]([O:8][C@H:9]1[C:13]([CH2:20][O:21]S(C)(=O)=O)(COS(C)(=O)=O)[O:12][C@@H:11]([N:26]2[CH:34]=[N:33][C:32]3[C:27]2=[N:28][CH:29]=[N:30][C:31]=3[NH:35][C:36](=[O:43])[C:37]2[CH:42]=[CH:41][CH:40]=[CH:39][CH:38]=2)[C@@H:10]1OS(C(F)(F)F)(=O)=O)[C:2]1[CH:7]=[CH:6][CH:5]=[CH:4][CH:3]=1.[Li+].[OH-].Cl.CCOC(C)=O, predict the reaction product. (4) Given the reactants [F:1][C:2]1[CH:10]=[C:9]2[C:5]([C:6]([CH2:21][CH:22]([CH3:24])[CH3:23])=[CH:7][N:8]2[C:11]2[S:12][CH:13]=[C:14]([C:16]([O:18]CC)=[O:17])[N:15]=2)=[CH:4][CH:3]=1.[OH-].[Na+], predict the reaction product. The product is: [F:1][C:2]1[CH:10]=[C:9]2[C:5]([C:6]([CH2:21][CH:22]([CH3:24])[CH3:23])=[CH:7][N:8]2[C:11]2[S:12][CH:13]=[C:14]([C:16]([OH:18])=[O:17])[N:15]=2)=[CH:4][CH:3]=1. (5) Given the reactants [C@@H:1]1([NH:16]C(=O)C(F)(F)F)[CH2:8][CH2:7][CH:6]=[CH:5][CH2:4][CH2:3][C@@H:2]1[NH:9]C(=O)C(F)(F)F.CO.[OH-].[Na+], predict the reaction product. The product is: [C@@H:1]1([NH2:16])[CH2:8][CH2:7][CH:6]=[CH:5][CH2:4][CH2:3][C@@H:2]1[NH2:9].